Dataset: Catalyst prediction with 721,799 reactions and 888 catalyst types from USPTO. Task: Predict which catalyst facilitates the given reaction. (1) Reactant: C(=O)([O-])[O-].[K+].[K+].I[CH2:8][CH3:9].[N:10]1([C:16]2[C:21](=[O:22])[NH:20][CH:19]=[C:18]3[CH2:23][N:24]([CH2:27][CH2:28][C:29]4[CH:38]=[CH:37][C:36]5[C:31](=[CH:32][CH:33]=[CH:34][CH:35]=5)[N:30]=4)[C:25](=[O:26])[C:17]=23)[CH2:15][CH2:14][O:13][CH2:12][CH2:11]1. Product: [CH2:8]([N:20]1[C:21](=[O:22])[C:16]([N:10]2[CH2:15][CH2:14][O:13][CH2:12][CH2:11]2)=[C:17]2[C:25](=[O:26])[N:24]([CH2:27][CH2:28][C:29]3[CH:38]=[CH:37][C:36]4[C:31](=[CH:32][CH:33]=[CH:34][CH:35]=4)[N:30]=3)[CH2:23][C:18]2=[CH:19]1)[CH3:9]. The catalyst class is: 47. (2) Reactant: C(OP([CH2:9][C:10]1[CH:15]=[CH:14][CH:13]=[CH:12][C:11]=1[Cl:16])(=O)OCC)C.[Cl:17][C:18]1[CH:25]=[C:22]([CH:23]=O)[C:21]([OH:26])=[CH:20][CH:19]=1.CC(C)([O-])C.[K+].CC(C)([O-])C. Product: [Cl:16][C:11]1[CH:12]=[CH:13][CH:14]=[CH:15][C:10]=1/[CH:9]=[CH:23]/[C:22]1[CH:25]=[C:18]([Cl:17])[CH:19]=[CH:20][C:21]=1[OH:26]. The catalyst class is: 1. (3) Reactant: [N:1]1([C:12]([O:14][C:15]([CH3:18])([CH3:17])[CH3:16])=[O:13])[CH2:6][CH2:5][CH:4]([C:7]([O:9][CH2:10][CH3:11])=[O:8])[CH2:3][CH2:2]1.[Li+].CC([N-]C(C)C)C.C1C=CC(S(N(S(C2C=CC=CC=2)(=O)=O)[F:37])(=O)=O)=CC=1.CCCCCC. Product: [F:37][C:4]1([C:7]([O:9][CH2:10][CH3:11])=[O:8])[CH2:3][CH2:2][N:1]([C:12]([O:14][C:15]([CH3:17])([CH3:16])[CH3:18])=[O:13])[CH2:6][CH2:5]1. The catalyst class is: 1.